The task is: Predict the reactants needed to synthesize the given product.. This data is from Full USPTO retrosynthesis dataset with 1.9M reactions from patents (1976-2016). (1) Given the product [C:25]([NH:28][C:2]1[C:3]([CH3:23])=[N:4][C:5]2[C:10]([N:11]=1)=[C:9]([C:12]1[NH:20][C:19]3[CH:18]([CH3:21])[CH2:17][NH:16][C:15](=[O:22])[C:14]=3[CH:13]=1)[CH:8]=[CH:7][CH:6]=2)([CH3:27])([CH3:26])[CH3:24], predict the reactants needed to synthesize it. The reactants are: F[C:2]1[C:3]([CH3:23])=[N:4][C:5]2[C:10]([N:11]=1)=[C:9]([C:12]1[NH:20][C:19]3[CH:18]([CH3:21])[CH2:17][NH:16][C:15](=[O:22])[C:14]=3[CH:13]=1)[CH:8]=[CH:7][CH:6]=2.[CH3:24][C:25]([NH2:28])([CH3:27])[CH3:26].CO.C(Cl)Cl. (2) Given the product [CH3:23][C:24]1([CH3:36])[O:28][C@H:27]([CH2:29][N:30]2[CH:34]=[CH:33][C:32]([NH:35][C:11](=[O:13])[C@@H:10]([N:8]3[CH2:9][C:5]([O:4][C:3]4[C:18]([F:22])=[CH:19][CH:20]=[CH:21][C:2]=4[F:1])=[CH:6][C:7]3=[O:17])[CH2:14][CH2:15][CH3:16])=[N:31]2)[CH2:26][O:25]1, predict the reactants needed to synthesize it. The reactants are: [F:1][C:2]1[CH:21]=[CH:20][CH:19]=[C:18]([F:22])[C:3]=1[O:4][C:5]1[CH2:9][N:8]([C@@H:10]([CH2:14][CH2:15][CH3:16])[C:11]([OH:13])=O)[C:7](=[O:17])[CH:6]=1.[CH3:23][C:24]1([CH3:36])[O:28][C@H:27]([CH2:29][N:30]2[CH:34]=[CH:33][C:32]([NH2:35])=[N:31]2)[CH2:26][O:25]1.F[P-](F)(F)(F)(F)F.N1(O[P+](N(C)C)(N(C)C)N(C)C)C2C=CC=CC=2N=N1.C(N(CC)C(C)C)(C)C. (3) Given the product [C:27]([C:26]1[CH:29]=[CH:30][C:23]([NH:22][CH2:16][C:12]2[C:13]([CH2:14][CH3:15])=[C:8]([O:7][CH2:6][C:5]3[CH:4]=[C:3]([CH:21]=[CH:20][CH:19]=3)[C:1]#[N:2])[C:9]([CH3:18])=[N:10][CH:11]=2)=[CH:24][CH:25]=1)#[N:28], predict the reactants needed to synthesize it. The reactants are: [C:1]([C:3]1[CH:4]=[C:5]([CH:19]=[CH:20][CH:21]=1)[CH2:6][O:7][C:8]1[C:9]([CH3:18])=[N:10][CH:11]=[C:12]([CH:16]=O)[C:13]=1[CH2:14][CH3:15])#[N:2].[NH2:22][C:23]1[CH:30]=[CH:29][C:26]([C:27]#[N:28])=[CH:25][CH:24]=1. (4) Given the product [CH3:1][O:2][C:3]1[CH:8]=[C:7]([CH3:9])[C:6]([S:10]([N:13]2[CH2:18][CH2:17][CH2:16][CH2:15][C@H:14]2[CH2:19][O:20][CH2:21][C:22]([OH:24])=[O:23])(=[O:12])=[O:11])=[C:5]([CH3:29])[CH:4]=1, predict the reactants needed to synthesize it. The reactants are: [CH3:1][O:2][C:3]1[CH:8]=[C:7]([CH3:9])[C:6]([S:10]([N:13]2[CH2:18][CH2:17][CH2:16][CH2:15][C@H:14]2[CH2:19][O:20][CH2:21][C:22]([O:24]C(C)(C)C)=[O:23])(=[O:12])=[O:11])=[C:5]([CH3:29])[CH:4]=1.FC(F)(F)C(O)=O. (5) Given the product [C:24]([O:28][C:29]([C:30]1[O:17][C:11]2[CH:10]=[C:9]([O:8][CH2:1][C:2]3[CH:7]=[CH:6][CH:5]=[CH:4][CH:3]=3)[CH:16]=[CH:15][C:12]=2[CH:13]=1)=[O:32])([CH3:27])([CH3:26])[CH3:25], predict the reactants needed to synthesize it. The reactants are: [CH2:1]([O:8][C:9]1[CH:16]=[CH:15][C:12]([CH:13]=O)=[C:11]([OH:17])[CH:10]=1)[C:2]1[CH:7]=[CH:6][CH:5]=[CH:4][CH:3]=1.C([O-])([O-])=O.[K+].[K+].[C:24]([O:28][C:29](=[O:32])[CH2:30]Br)([CH3:27])([CH3:26])[CH3:25].C1CCN2C(=NCCC2)CC1. (6) Given the product [NH:3]1[C:7]2[CH:8]=[CH:9][CH:10]=[CH:11][C:6]=2[N:5]=[C:4]1[C@H:12]([NH:22][C:23](=[O:24])[NH:25][CH:26]1[CH2:27][CH2:28][N:29]([C:42]([O:44][CH3:45])=[O:43])[CH2:30][CH2:31]1)[CH2:13][C:14]1[CH:15]=[CH:16][C:17]([O:20][CH3:21])=[CH:18][CH:19]=1, predict the reactants needed to synthesize it. The reactants are: N#N.[NH:3]1[C:7]2[CH:8]=[CH:9][CH:10]=[CH:11][C:6]=2[N:5]=[C:4]1[C@H:12]([NH:22][C:23]([NH:25][CH:26]1[CH2:31][CH2:30][NH:29][CH2:28][CH2:27]1)=[O:24])[CH2:13][C:14]1[CH:19]=[CH:18][C:17]([O:20][CH3:21])=[CH:16][CH:15]=1.CCN(C(C)C)C(C)C.Cl[C:42]([O:44][CH3:45])=[O:43]. (7) Given the product [CH3:20][N:19]1[C:15]([C:12]2[CH:13]=[CH:14][C:9]([OH:8])=[CH:10][CH:11]=2)=[CH:16][CH:17]=[N:18]1, predict the reactants needed to synthesize it. The reactants are: C([O:8][C:9]1[CH:14]=[CH:13][C:12]([C:15]2[N:19]([CH3:20])[N:18]=[CH:17][CH:16]=2)=[CH:11][CH:10]=1)C1C=CC=CC=1.[H][H]. (8) The reactants are: [Br:1][C:2]1[C:7]([CH2:8][CH3:9])=[CH:6][CH:5]=[C:4]([N+]([O-])=O)[C:3]=1[CH:13]=[CH:14][N:15]1CCCC1. Given the product [Br:1][C:2]1[C:7]([CH2:8][CH3:9])=[CH:6][CH:5]=[C:4]2[C:3]=1[CH:13]=[CH:14][NH:15]2, predict the reactants needed to synthesize it. (9) Given the product [OH:32][CH2:31][C:28]1[S:27][C:26]([NH:25][C:22](=[O:23])[CH2:21][N:19]2[CH:20]=[C:16]([O:15][C:6]3[C:5]4[C:10](=[CH:11][C:12]([O:13][CH3:14])=[C:3]([O:2][CH3:1])[CH:4]=4)[N:9]=[CH:8][N:7]=3)[CH:17]=[N:18]2)=[N:30][CH:29]=1, predict the reactants needed to synthesize it. The reactants are: [CH3:1][O:2][C:3]1[CH:4]=[C:5]2[C:10](=[CH:11][C:12]=1[O:13][CH3:14])[N:9]=[CH:8][N:7]=[C:6]2[O:15][C:16]1[CH:17]=[N:18][N:19]([CH2:21][C:22](O)=[O:23])[CH:20]=1.[NH2:25][C:26]1[S:27][C:28]([CH2:31][OH:32])=[CH:29][N:30]=1.